Predict the reactants needed to synthesize the given product. From a dataset of Full USPTO retrosynthesis dataset with 1.9M reactions from patents (1976-2016). (1) Given the product [CH2:17]([NH:9][C:5]1[C:4]([NH2:10])=[CH:3][C:2]([CH3:1])=[C:7]([CH3:8])[CH:6]=1)[CH2:16][CH2:15][CH2:14][CH:13]=[CH2:12], predict the reactants needed to synthesize it. The reactants are: [CH3:1][C:2]1[CH:3]=[C:4]([NH2:10])[C:5]([NH2:9])=[CH:6][C:7]=1[CH3:8].Br[CH2:12][CH2:13][CH2:14][CH2:15][CH:16]=[CH2:17].[I-].[Na+].C(N(CC)CC)C. (2) Given the product [NH3:6].[CH3:18][O:17][C:14]1[CH:15]=[C:16]2[C:11](=[CH:12][CH:13]=1)[N:10]=[CH:9][N:8]=[CH:7]2, predict the reactants needed to synthesize it. The reactants are: ClC1C=CC([NH:6][C:7]2[C:16]3[C:11](=[CH:12][C:13](OCCC4CCNCC4)=[C:14]([O:17][CH3:18])[CH:15]=3)[N:10]=[CH:9][N:8]=2)=C(F)C=1.F[P-](F)(F)(F)(F)F.N1(OC(N(C)C)=[N+](C)C)C2N=CC=CC=2N=N1.CN(C)CC(O)=O.C(N(C(C)C)CC)(C)C. (3) The reactants are: [C:1]([C:3]1[S:4][C:5]2[C:11]([C:12]#[N:13])=[C:10](/[N:14]=[CH:15]/[N:16](C)C)[CH:9]=[CH:8][C:6]=2[N:7]=1)#[N:2].[Br:19][C:20]1[CH:26]=[C:25]([F:27])[CH:24]=[CH:23][C:21]=1N.[K+].[Br-]. Given the product [Br:19][C:20]1[CH:26]=[C:25]([F:27])[CH:24]=[CH:23][C:21]=1[NH:13][C:12]1[C:11]2[C:10](=[CH:9][CH:8]=[C:6]3[N:7]=[C:3]([C:1]#[N:2])[S:4][C:5]3=2)[N:14]=[CH:15][N:16]=1, predict the reactants needed to synthesize it. (4) Given the product [CH3:14][CH:15]([CH3:31])[C:16]([NH:18][C:19]1[CH:24]=[CH:23][CH:22]=[C:21]([CH:25]2[CH2:30][CH2:29][N:28]([CH2:10][C:9]3[CH:12]=[CH:13][C:6]([C:2]4[S:1][CH:5]=[CH:4][CH:3]=4)=[CH:7][CH:8]=3)[CH2:27][CH2:26]2)[CH:20]=1)=[O:17], predict the reactants needed to synthesize it. The reactants are: [S:1]1[CH:5]=[CH:4][CH:3]=[C:2]1[C:6]1[CH:13]=[CH:12][C:9]([CH:10]=O)=[CH:8][CH:7]=1.[CH3:14][CH:15]([CH3:31])[C:16]([NH:18][C:19]1[CH:24]=[CH:23][CH:22]=[C:21]([CH:25]2[CH2:30][CH2:29][NH:28][CH2:27][CH2:26]2)[CH:20]=1)=[O:17].